Dataset: Catalyst prediction with 721,799 reactions and 888 catalyst types from USPTO. Task: Predict which catalyst facilitates the given reaction. (1) The catalyst class is: 17. Product: [C:1]([O:5][C:6](=[O:24])[NH:7][C:8]1[CH:13]=[C:12]([CH2:14][S:15][C:16]2[CH:21]=[CH:20][C:19]([Cl:22])=[CH:18][C:17]=2[NH:23][S:34]([C:26]2[O:25][C:29]3[CH:30]=[CH:31][CH:32]=[CH:33][C:28]=3[CH:27]=2)(=[O:35])=[O:36])[CH:11]=[CH:10][N:9]=1)([CH3:4])([CH3:2])[CH3:3]. Reactant: [C:1]([O:5][C:6](=[O:24])[NH:7][C:8]1[CH:13]=[C:12]([CH2:14][S:15][C:16]2[CH:21]=[CH:20][C:19]([Cl:22])=[CH:18][C:17]=2[NH2:23])[CH:11]=[CH:10][N:9]=1)([CH3:4])([CH3:3])[CH3:2].[O:25]1[C:29]2[CH:30]=[CH:31][CH:32]=[CH:33][C:28]=2[CH:27]=[C:26]1[S:34](Cl)(=[O:36])=[O:35]. (2) Reactant: N[C:2]1[CH:3]=[C:4]([CH:10]=C[C:12]=1[NH:13][CH:14]1[CH2:21][CH2:20][CH2:19][CH2:18][CH2:17][CH2:16][CH2:15]1)[C:5]([O:7][CH2:8][CH3:9])=[O:6].CI.C(=O)([O-])[O-].[K+].[K+].[CH3:30][N:31]([CH:33]=O)[CH3:32]. Product: [CH:14]1([NH:13][C:12]2[CH:2]=[CH:3][C:4]([C:5]([O:7][CH2:8][CH3:9])=[O:6])=[CH:10][C:33]=2[N:31]([CH3:30])[CH3:32])[CH2:21][CH2:20][CH2:19][CH2:18][CH2:17][CH2:16][CH2:15]1. The catalyst class is: 6. (3) Reactant: ClC(OCC(C)C)=O.[CH2:9]([O:16][C:17]([C:19]1([C:50]([OH:52])=O)[CH2:24][CH2:23][N:22]([CH2:25][C:26]2[CH:31]=[CH:30][C:29]([C:32]3[N:36]=[C:35]([C:37]4[CH:42]=[CH:41][C:40]([C:43]5[CH:48]=[CH:47][CH:46]=[CH:45][CH:44]=5)=[C:39]([F:49])[CH:38]=4)[O:34][N:33]=3)=[CH:28][CH:27]=2)[CH2:21][CH2:20]1)=[O:18])[C:10]1[CH:15]=[CH:14][CH:13]=[CH:12][CH:11]=1.CN1CCOCC1.[NH2:60][N:61]1[CH2:66][CH2:65][CH2:64][CH2:63][CH2:62]1. Product: [CH2:9]([O:16][C:17]([C:19]1([C:50](=[O:52])[NH:60][N:61]2[CH2:66][CH2:65][CH2:64][CH2:63][CH2:62]2)[CH2:20][CH2:21][N:22]([CH2:25][C:26]2[CH:27]=[CH:28][C:29]([C:32]3[N:36]=[C:35]([C:37]4[CH:42]=[CH:41][C:40]([C:43]5[CH:44]=[CH:45][CH:46]=[CH:47][CH:48]=5)=[C:39]([F:49])[CH:38]=4)[O:34][N:33]=3)=[CH:30][CH:31]=2)[CH2:23][CH2:24]1)=[O:18])[C:10]1[CH:11]=[CH:12][CH:13]=[CH:14][CH:15]=1. The catalyst class is: 30. (4) Reactant: [N+:1]([C:4]1[C:5]([NH:10][CH2:11][CH:12]2[CH2:17][CH2:16][C:15]([C:19]3[CH:24]=[CH:23][CH:22]=[CH:21][CH:20]=3)([OH:18])[CH2:14][CH2:13]2)=[N:6][CH:7]=[CH:8][CH:9]=1)([O-])=O.CCN(CC)CC.O.ON1C2C=CC=CC=2N=N1.[F:43][C:44]([F:50])([F:49])[CH2:45][C:46](O)=[O:47]. Product: [F:43][C:44]([F:50])([F:49])[CH2:45][C:46]([NH:1][C:4]1[C:5]([NH:10][CH2:11][CH:12]2[CH2:17][CH2:16][C:15]([OH:18])([C:19]3[CH:24]=[CH:23][CH:22]=[CH:21][CH:20]=3)[CH2:14][CH2:13]2)=[N:6][CH:7]=[CH:8][CH:9]=1)=[O:47]. The catalyst class is: 91. (5) Reactant: [NH2:1][CH2:2][C:3]1[C:4]([C:15]#[N:16])=[CH:5][C:6]2[O:13][CH2:12][CH:11]=[CH:10][CH2:9][O:8][C:7]=2[CH:14]=1. Product: [O:8]1[C:7]2=[CH:14][C:3]3[CH2:2][NH:1][C:15](=[NH:16])[C:4]=3[CH:5]=[C:6]2[O:13][CH2:12][CH:11]=[CH:10][CH2:9]1. The catalyst class is: 5.